This data is from Forward reaction prediction with 1.9M reactions from USPTO patents (1976-2016). The task is: Predict the product of the given reaction. (1) Given the reactants F[C:2]1[CH:7]=[C:6]([F:8])[CH:5]=[CH:4][C:3]=1[N+:9]([O-:11])=[O:10].FC1C=CC([NH:19][C@H:20]([CH2:24][CH3:25])[C:21]([OH:23])=[O:22])=C([N+]([O-])=O)C=1, predict the reaction product. The product is: [F:8][C:6]1[CH:5]=[CH:4][C:3]([N+:9]([O-:11])=[O:10])=[C:2]([NH:19][C@H:20]([CH2:24][CH3:25])[C:21]([OH:23])=[O:22])[CH:7]=1. (2) Given the reactants [C:1](O[C:1](=[O:4])[CH2:2][CH3:3])(=[O:4])[CH2:2][CH3:3].[OH:10][CH:11]1[C:28]([CH3:30])([CH3:29])[O:27][C:26]2[C:13](=[C:14]3[C:23](=[C:24]([O:31][CH3:32])[CH:25]=2)[C:22](=[O:33])[C:21]2[CH:20]=[C:19]4[CH:34]=[CH:35][CH:36]=[CH:37][C:18]4=[CH:17][C:16]=2[NH:15]3)[C:12]1=[O:38], predict the reaction product. The product is: [C:1]([O:10][CH:11]1[C:28]([CH3:29])([CH3:30])[O:27][C:26]2[C:13](=[C:14]3[C:23](=[C:24]([O:31][CH3:32])[CH:25]=2)[C:22](=[O:33])[C:21]2[CH:20]=[C:19]4[CH:34]=[CH:35][CH:36]=[CH:37][C:18]4=[CH:17][C:16]=2[NH:15]3)[C:12]1=[O:38])(=[O:4])[CH2:2][CH3:3]. (3) Given the reactants Cl[C:2]1[CH:27]=[CH:26][C:5]([C:6]([NH:8]C2C=CC(Cl)=C(NC(=O)C3C=CC(F)=CC=3)C=2)=[O:7])=[C:4]([CH3:28])[N:3]=1.C[C@H]1CNC[C@@H](C)N1, predict the reaction product. The product is: [CH3:28][C:4]1[N:3]=[CH:2][CH:27]=[CH:26][C:5]=1[C:6]([NH2:8])=[O:7]. (4) Given the reactants [H-].[Na+].C([C:5]([CH2:17][CH3:18])(P(O)(O)=O)[C:6]([O:8][C:9]([CH3:12])([CH3:11])[CH3:10])=[O:7])C.[F:19][C:20]1[CH:27]=[CH:26]C(C=O)=[CH:22][C:21]=1[N+:28]([O-:30])=[O:29].O, predict the reaction product. The product is: [F:19][C:20]1[CH:27]=[CH:26][C:18](/[CH:17]=[CH:5]/[C:6]([O:8][C:9]([CH3:10])([CH3:11])[CH3:12])=[O:7])=[CH:22][C:21]=1[N+:28]([O-:30])=[O:29].